From a dataset of NCI-60 drug combinations with 297,098 pairs across 59 cell lines. Regression. Given two drug SMILES strings and cell line genomic features, predict the synergy score measuring deviation from expected non-interaction effect. (1) Drug 1: CC1C(C(CC(O1)OC2CC(CC3=C2C(=C4C(=C3O)C(=O)C5=C(C4=O)C(=CC=C5)OC)O)(C(=O)C)O)N)O.Cl. Drug 2: C1CN1P(=S)(N2CC2)N3CC3. Cell line: A498. Synergy scores: CSS=22.0, Synergy_ZIP=-6.59, Synergy_Bliss=-2.43, Synergy_Loewe=-11.6, Synergy_HSA=-2.05. (2) Drug 1: CCC1=C2CN3C(=CC4=C(C3=O)COC(=O)C4(CC)O)C2=NC5=C1C=C(C=C5)O. Drug 2: C(CC(=O)O)C(=O)CN.Cl. Cell line: SN12C. Synergy scores: CSS=42.6, Synergy_ZIP=-5.29, Synergy_Bliss=-1.97, Synergy_Loewe=-77.1, Synergy_HSA=-0.390.